This data is from Peptide-MHC class II binding affinity with 134,281 pairs from IEDB. The task is: Regression. Given a peptide amino acid sequence and an MHC pseudo amino acid sequence, predict their binding affinity value. This is MHC class II binding data. (1) The peptide sequence is ELRKTYNLLDAVSRH. The MHC is DRB1_0404 with pseudo-sequence DRB1_0404. The binding affinity (normalized) is 0.691. (2) The peptide sequence is MKNIFMLTLFILIIT. The MHC is HLA-DQA10104-DQB10503 with pseudo-sequence HLA-DQA10104-DQB10503. The binding affinity (normalized) is 0.